This data is from Forward reaction prediction with 1.9M reactions from USPTO patents (1976-2016). The task is: Predict the product of the given reaction. Given the reactants [CH3:1][C:2]1([CH3:24])[C@@H:4]([C:5]([NH:7]/[C:8](/[C:21]([OH:23])=[O:22])=[CH:9]\[CH2:10][CH2:11][CH2:12][CH2:13][S:14][CH2:15][C@H:16]([NH2:20])[C:17]([OH:19])=[O:18])=[O:6])[CH2:3]1.C[O-].[Na+:27], predict the reaction product. The product is: [CH3:1][C:2]1([CH3:24])[C@@H:4]([C:5]([NH:7]/[C:8](/[C:21]([O-:23])=[O:22])=[CH:9]\[CH2:10][CH2:11][CH2:12][CH2:13][S:14][CH2:15][C@H:16]([NH2:20])[C:17]([OH:19])=[O:18])=[O:6])[CH2:3]1.[Na+:27].